Task: Regression/Classification. Given a drug SMILES string, predict its absorption, distribution, metabolism, or excretion properties. Task type varies by dataset: regression for continuous measurements (e.g., permeability, clearance, half-life) or binary classification for categorical outcomes (e.g., BBB penetration, CYP inhibition). For this dataset (caco2_wang), we predict Y.. Dataset: Caco-2 cell permeability data measuring drug intestinal absorption for ~900 compounds (1) The compound is CC(C)NS(=O)(=O)n1c(N)nc2ccc(C(C(N)=O)c3cccc(F)c3)cc21. The Y is -4.33 log Papp (cm/s). (2) The molecule is CN1CCC(=C2c3ccccc3CC(=O)c3sccc32)CC1. The Y is -4.95 log Papp (cm/s). (3) The compound is C[C@H](CCC(=O)NCC(=O)[O-])[C@H]1CC[C@H]2[C@H]3[C@H](C[C@H](O)[C@@]21C)[C@@]1(C)CC[C@@H](O)C[C@H]1C[C@H]3O. The Y is -5.71 log Papp (cm/s). (4) The molecule is CC(OC(=O)NCC1(CC(=O)O)CCCCC1)OC(=O)C(C)C. The Y is -4.51 log Papp (cm/s). (5) The molecule is CC(=O)NCC1CN(c2cc(F)c(-c3ccncc3)c(F)c2)C(=O)O1. The Y is -4.29 log Papp (cm/s). (6) The compound is CC(C)S(=O)(=O)n1c(N)nc2ccc(/C(=C/C(N)=O)c3ccccc3F)cc21. The Y is -4.54 log Papp (cm/s). (7) The drug is Oc1ccc(-c2cnc(-c3cccc(O)c3)o2)cc1. The Y is -5.10 log Papp (cm/s). (8) The compound is C=C(c1ccccc1)C1OCC(N)CO1. The Y is -4.99 log Papp (cm/s).